From a dataset of Forward reaction prediction with 1.9M reactions from USPTO patents (1976-2016). Predict the product of the given reaction. (1) The product is: [CH:16]([N:4]1[CH2:5][CH2:6][CH2:7][N:1]([C:8]([O:10][C:11]([CH3:14])([CH3:13])[CH3:12])=[O:9])[CH2:2][CH2:3]1)([CH3:17])[CH3:15]. Given the reactants [N:1]1([C:8]([O:10][C:11]([CH3:14])([CH3:13])[CH3:12])=[O:9])[CH2:7][CH2:6][CH2:5][NH:4][CH2:3][CH2:2]1.[CH3:15][C:16](=O)[CH3:17], predict the reaction product. (2) Given the reactants [N:1]1([CH2:7][CH:8]([OH:11])[CH2:9][OH:10])[CH2:6][CH2:5][O:4][CH2:3][CH2:2]1.[H-].[Na+].Cl[C:15]1[CH:20]=[CH:19][C:18]([S:21]([C:24]([F:27])([F:26])[F:25])(=[O:23])=[O:22])=[CH:17][C:16]=1[N+:28]([O-:30])=[O:29], predict the reaction product. The product is: [N+:28]([C:16]1[CH:17]=[C:18]([S:21]([C:24]([F:27])([F:26])[F:25])(=[O:23])=[O:22])[CH:19]=[CH:20][C:15]=1[O:11][CH:8]([CH2:9][O:10][C:15]1[CH:20]=[CH:19][C:18]([S:21]([C:24]([F:26])([F:27])[F:25])(=[O:23])=[O:22])=[CH:17][C:16]=1[N+:28]([O-:30])=[O:29])[CH2:7][N:1]1[CH2:6][CH2:5][O:4][CH2:3][CH2:2]1)([O-:30])=[O:29]. (3) Given the reactants [CH2:1]([O:3][C:4]([N:6]1[CH2:11][CH2:10][N:9]([C:12]([CH:14]([NH:23][C:24]([C:26]2[CH:35]=[C:34]([O:36][CH3:37])[C:33]3[C:28](=[CH:29][CH:30]=[CH:31][CH:32]=3)[N:27]=2)=[O:25])[CH2:15][C:16]2[CH:21]=[CH:20][CH:19]=[CH:18][C:17]=2[OH:22])=[O:13])[CH2:8][CH2:7]1)=[O:5])[CH3:2].C(N(CC)CC)C.CN(C1C=CC=CN=1)C.[F:54][C:55]([F:68])([F:67])[S:56](O[S:56]([C:55]([F:68])([F:67])[F:54])(=[O:58])=[O:57])(=[O:58])=[O:57], predict the reaction product. The product is: [CH2:1]([O:3][C:4]([N:6]1[CH2:7][CH2:8][N:9]([C:12]([CH:14]([NH:23][C:24]([C:26]2[CH:35]=[C:34]([O:36][CH3:37])[C:33]3[C:28](=[CH:29][CH:30]=[CH:31][CH:32]=3)[N:27]=2)=[O:25])[CH2:15][C:16]2[CH:21]=[CH:20][CH:19]=[CH:18][C:17]=2[O:22][S:56]([C:55]([F:68])([F:67])[F:54])(=[O:58])=[O:57])=[O:13])[CH2:10][CH2:11]1)=[O:5])[CH3:2]. (4) Given the reactants [CH3:1][N:2]([CH3:50])[C:3](=[O:49])[CH2:4][C@@H:5]([NH:14][C:15]1[CH:20]=[CH:19][C:18]([S:21]([NH:24][C:25]([C:27]2[CH:32]=[CH:31][C:30]([C:33]3[CH:38]=[CH:37][C:36]([CH2:39][CH2:40][C:41](O)=[O:42])=[CH:35][C:34]=3[O:44][CH3:45])=[CH:29][CH:28]=2)=[O:26])(=[O:23])=[O:22])=[CH:17][C:16]=1[N+:46]([O-:48])=[O:47])[CH2:6][S:7][C:8]1[CH:13]=[CH:12][CH:11]=[CH:10][CH:9]=1.[CH2:51]([NH2:56])[C:52]([CH3:55])([CH3:54])[CH3:53].CCN=C=NCCCN(C)C.C1C=CC2N(O)N=NC=2C=1, predict the reaction product. The product is: [CH3:45][O:44][C:34]1[CH:35]=[C:36]([CH2:39][CH2:40][C:41]([NH:56][CH2:51][C:52]([CH3:55])([CH3:54])[CH3:53])=[O:42])[CH:37]=[CH:38][C:33]=1[C:30]1[CH:29]=[CH:28][C:27]([C:25]([NH:24][S:21]([C:18]2[CH:19]=[CH:20][C:15]([NH:14][C@@H:5]([CH2:6][S:7][C:8]3[CH:13]=[CH:12][CH:11]=[CH:10][CH:9]=3)[CH2:4][C:3]([N:2]([CH3:50])[CH3:1])=[O:49])=[C:16]([N+:46]([O-:48])=[O:47])[CH:17]=2)(=[O:23])=[O:22])=[O:26])=[CH:32][CH:31]=1. (5) Given the reactants Cl[CH2:2][CH2:3][CH2:4][C:5]([C:7]1[CH:12]=[CH:11][C:10]([O:13][CH3:14])=[CH:9][CH:8]=1)=[O:6].[Cl:15][C:16]1[CH:29]=[CH:28][C:19]([CH2:20][C:21]2([OH:27])[CH2:26][CH2:25][NH:24][CH2:23][CH2:22]2)=[CH:18][CH:17]=1.C([O-])([O-])=O.[K+].[K+], predict the reaction product. The product is: [Cl:15][C:16]1[CH:17]=[CH:18][C:19]([CH2:20][C:21]2([OH:27])[CH2:22][CH2:23][N:24]([CH2:2][CH2:3][CH2:4][C:5]([C:7]3[CH:12]=[CH:11][C:10]([O:13][CH3:14])=[CH:9][CH:8]=3)=[O:6])[CH2:25][CH2:26]2)=[CH:28][CH:29]=1. (6) The product is: [C:4]1([CH2:1][CH:2]=[CH:3][CH2:13][OH:14])[CH:9]=[CH:8][CH:7]=[CH:6][CH:5]=1. Given the reactants [CH2:1]([C:4]1[CH:9]=[CH:8][CH:7]=[CH:6][CH:5]=1)[CH:2]=[CH2:3].C(O)/C=C\[CH2:13][OH:14], predict the reaction product. (7) The product is: [CH2:41]([N:38]1[C:34]2[N:35]=[N:36][CH:37]=[C:32]([C:14]3[CH:13]=[C:12]([C:9]4[CH:10]=[CH:11][C:6]([S:3]([CH2:1][CH3:2])(=[O:4])=[O:5])=[CH:7][C:8]=4[O:29][CH3:30])[C:17]([O:18][CH3:19])=[CH:16][CH:15]=3)[C:33]=2[N:40]=[CH:39]1)[CH3:42]. Given the reactants [CH2:1]([S:3]([C:6]1[CH:11]=[CH:10][C:9]([C:12]2[C:17]([O:18][CH3:19])=[CH:16][CH:15]=[C:14](B3OC(C)(C)C(C)(C)O3)[CH:13]=2)=[C:8]([O:29][CH3:30])[CH:7]=1)(=[O:5])=[O:4])[CH3:2].Cl[C:32]1[C:33]2[N:40]=[CH:39][N:38]([CH2:41][CH3:42])[C:34]=2[N:35]=[N:36][CH:37]=1, predict the reaction product.